Dataset: NCI-60 drug combinations with 297,098 pairs across 59 cell lines. Task: Regression. Given two drug SMILES strings and cell line genomic features, predict the synergy score measuring deviation from expected non-interaction effect. (1) Drug 1: CS(=O)(=O)C1=CC(=C(C=C1)C(=O)NC2=CC(=C(C=C2)Cl)C3=CC=CC=N3)Cl. Cell line: SK-MEL-5. Drug 2: CC1C(C(CC(O1)OC2CC(OC(C2O)C)OC3=CC4=CC5=C(C(=O)C(C(C5)C(C(=O)C(C(C)O)O)OC)OC6CC(C(C(O6)C)O)OC7CC(C(C(O7)C)O)OC8CC(C(C(O8)C)O)(C)O)C(=C4C(=C3C)O)O)O)O. Synergy scores: CSS=2.17, Synergy_ZIP=31.9, Synergy_Bliss=26.1, Synergy_Loewe=22.0, Synergy_HSA=22.7. (2) Drug 1: C1=CC(=CC=C1CCC2=CNC3=C2C(=O)NC(=N3)N)C(=O)NC(CCC(=O)O)C(=O)O. Drug 2: COC1=CC(=CC(=C1O)OC)C2C3C(COC3=O)C(C4=CC5=C(C=C24)OCO5)OC6C(C(C7C(O6)COC(O7)C8=CC=CS8)O)O. Cell line: CAKI-1. Synergy scores: CSS=47.1, Synergy_ZIP=-11.8, Synergy_Bliss=-7.31, Synergy_Loewe=-5.08, Synergy_HSA=-1.47. (3) Drug 1: CC1=C2C(C(=O)C3(C(CC4C(C3C(C(C2(C)C)(CC1OC(=O)C(C(C5=CC=CC=C5)NC(=O)C6=CC=CC=C6)O)O)OC(=O)C7=CC=CC=C7)(CO4)OC(=O)C)O)C)OC(=O)C. Synergy scores: CSS=2.67, Synergy_ZIP=-0.618, Synergy_Bliss=1.26, Synergy_Loewe=1.68, Synergy_HSA=1.95. Cell line: NCI-H460. Drug 2: CC1=C2C(C(=O)C3(C(CC4C(C3C(C(C2(C)C)(CC1OC(=O)C(C(C5=CC=CC=C5)NC(=O)OC(C)(C)C)O)O)OC(=O)C6=CC=CC=C6)(CO4)OC(=O)C)O)C)O. (4) Synergy scores: CSS=-0.402, Synergy_ZIP=1.93, Synergy_Bliss=3.53, Synergy_Loewe=-7.39, Synergy_HSA=-2.49. Cell line: SW-620. Drug 2: CN(C)N=NC1=C(NC=N1)C(=O)N. Drug 1: C1CCC(C1)C(CC#N)N2C=C(C=N2)C3=C4C=CNC4=NC=N3. (5) Drug 1: C1CN(P(=O)(OC1)NCCCl)CCCl. Drug 2: COCCOC1=C(C=C2C(=C1)C(=NC=N2)NC3=CC=CC(=C3)C#C)OCCOC.Cl. Cell line: HCC-2998. Synergy scores: CSS=-4.09, Synergy_ZIP=5.16, Synergy_Bliss=4.23, Synergy_Loewe=-0.592, Synergy_HSA=-3.41. (6) Drug 1: CCCCCOC(=O)NC1=NC(=O)N(C=C1F)C2C(C(C(O2)C)O)O. Drug 2: CC(C)NC(=O)C1=CC=C(C=C1)CNNC.Cl. Cell line: OVCAR-8. Synergy scores: CSS=-8.65, Synergy_ZIP=7.37, Synergy_Bliss=5.47, Synergy_Loewe=-1.59, Synergy_HSA=-4.42. (7) Drug 1: C1=CN(C(=O)N=C1N)C2C(C(C(O2)CO)O)O.Cl. Drug 2: C1=NC2=C(N=C(N=C2N1C3C(C(C(O3)CO)O)F)Cl)N. Cell line: HOP-62. Synergy scores: CSS=24.8, Synergy_ZIP=1.03, Synergy_Bliss=1.45, Synergy_Loewe=-20.5, Synergy_HSA=5.74. (8) Drug 1: C1=CC(=CC=C1CCC2=CNC3=C2C(=O)NC(=N3)N)C(=O)NC(CCC(=O)O)C(=O)O. Drug 2: CC=C1C(=O)NC(C(=O)OC2CC(=O)NC(C(=O)NC(CSSCCC=C2)C(=O)N1)C(C)C)C(C)C. Cell line: SF-295. Synergy scores: CSS=43.5, Synergy_ZIP=4.52, Synergy_Bliss=4.25, Synergy_Loewe=-4.54, Synergy_HSA=5.49.